From a dataset of Full USPTO retrosynthesis dataset with 1.9M reactions from patents (1976-2016). Predict the reactants needed to synthesize the given product. (1) Given the product [CH2:47]([O:46][C:44]([CH2:43][CH2:42][CH2:41][CH2:40][CH2:39][O:19][C:20]1[CH:29]=[CH:28][C:27]2[C:22](=[CH:23][CH:24]=[CH:25][CH:26]=2)[C:21]=1[CH:30]=[O:31])=[O:45])[CH3:48], predict the reactants needed to synthesize it. The reactants are: C(OC1C=CC2C(=CC=CC=2)C=1C=NO)C1OC1.[OH:19][C:20]1[CH:29]=[CH:28][C:27]2[C:22](=[CH:23][CH:24]=[CH:25][CH:26]=2)[C:21]=1[CH:30]=[O:31].C(=O)([O-])[O-].[K+].[K+].Br[CH2:39][CH2:40][CH2:41][CH2:42][CH2:43][C:44]([O:46][CH2:47][CH3:48])=[O:45]. (2) Given the product [CH2:1]([O:3][C:4]([C:6]1[C:15]2[C:10](=[CH:11][C:12]([C:16]#[C:17][C:28]3[CH:29]=[CH:30][C:25]([CH2:24][C:23]([O:22][CH3:21])=[O:32])=[CH:26][CH:27]=3)=[CH:13][CH:14]=2)[C:9]([CH3:19])([CH3:18])[CH2:8][C:7]=1[CH3:20])=[O:5])[CH3:2], predict the reactants needed to synthesize it. The reactants are: [CH2:1]([O:3][C:4]([C:6]1[C:15]2[C:10](=[CH:11][C:12]([C:16]#[CH:17])=[CH:13][CH:14]=2)[C:9]([CH3:19])([CH3:18])[CH2:8][C:7]=1[CH3:20])=[O:5])[CH3:2].[CH3:21][O:22][C:23](=[O:32])[CH2:24][C:25]1[CH:30]=[CH:29][C:28](I)=[CH:27][CH:26]=1.C(N(CC)CC)C.C(OCC)(=O)C. (3) The reactants are: [Br:1][C:2]1[CH:7]=[CH:6][CH:5]=[CH:4][C:3]=1[C:8]1[O:9][C:10]([C:16]([F:19])([F:18])[F:17])=[C:11]([C:13]([OH:15])=O)[N:12]=1.[CH3:20][O:21][CH2:22][CH2:23][N:24]([CH3:32])[C:25]1[CH:30]=[CH:29][C:28]([NH2:31])=[CH:27][N:26]=1. Given the product [CH3:20][O:21][CH2:22][CH2:23][N:24]([CH3:32])[C:25]1[N:26]=[CH:27][C:28]([NH:31][C:13]([C:11]2[N:12]=[C:8]([C:3]3[CH:4]=[CH:5][CH:6]=[CH:7][C:2]=3[Br:1])[O:9][C:10]=2[C:16]([F:19])([F:18])[F:17])=[O:15])=[CH:29][CH:30]=1, predict the reactants needed to synthesize it.